Predict the reactants needed to synthesize the given product. From a dataset of Full USPTO retrosynthesis dataset with 1.9M reactions from patents (1976-2016). (1) Given the product [N:1]1([N:6]=[CH:7][C:8]2[C:16]3[C:11](=[CH:12][C:13]([NH:17][C:18]4[CH:26]=[CH:25][CH:24]=[CH:23][C:19]=4[C:20]([OH:22])=[O:21])=[CH:14][CH:15]=3)[NH:10][N:9]=2)[CH:5]=[CH:4][CH:3]=[CH:2]1, predict the reactants needed to synthesize it. The reactants are: [N:1]1([N:6]=[CH:7][C:8]2[C:16]3[C:11](=[CH:12][C:13]([NH:17][C:18]4[CH:26]=[CH:25][CH:24]=[CH:23][C:19]=4[C:20]([OH:22])=[O:21])=[CH:14][CH:15]=3)[N:10](COCC[Si](C)(C)C)[N:9]=2)[CH:5]=[CH:4][CH:3]=[CH:2]1.C1(N)C=CC=C(N)C=1. (2) Given the product [Cl:1][C:2]1[CH:7]=[CH:6][C:5]([CH:8]([C:26]2[CH:27]=[CH:28][C:29]([Cl:32])=[CH:30][CH:31]=2)[C:9]2[CH:10]=[C:11]3[C:16](=[CH:17][CH:18]=2)[N:15]=[CH:14][N:13]=[C:12]3[NH:19][CH:20]2[CH2:21][CH2:22][N:23]([CH2:33][C:35]3[S:39][CH:38]=[C:37]([C:40]([O:42][CH3:43])=[O:41])[CH:36]=3)[CH2:24][CH2:25]2)=[CH:4][CH:3]=1, predict the reactants needed to synthesize it. The reactants are: [Cl:1][C:2]1[CH:7]=[CH:6][C:5]([CH:8]([C:26]2[CH:31]=[CH:30][C:29]([Cl:32])=[CH:28][CH:27]=2)[C:9]2[CH:10]=[C:11]3[C:16](=[CH:17][CH:18]=2)[N:15]=[CH:14][N:13]=[C:12]3[NH:19][CH:20]2[CH2:25][CH2:24][NH:23][CH2:22][CH2:21]2)=[CH:4][CH:3]=1.[CH:33]([C:35]1[S:39][CH:38]=[C:37]([C:40]([O:42][CH3:43])=[O:41])[CH:36]=1)=O.CO.[BH3-]C#N.[Na+]. (3) The reactants are: [OH:1][C@@H:2]1[C@@H:7]([C:8]2[CH:13]=[CH:12][C:11]([OH:14])=[CH:10][CH:9]=2)[CH2:6][CH2:5][N:4]([C:15]([O:17][C:18]([CH3:21])([CH3:20])[CH3:19])=[O:16])[CH2:3]1.C(=O)([O-])[O-].[K+].[K+].[CH2:28](Br)[C:29]1[CH:34]=[CH:33][CH:32]=[CH:31][CH:30]=1. Given the product [CH2:28]([O:14][C:11]1[CH:10]=[CH:9][C:8]([C@H:7]2[CH2:6][CH2:5][N:4]([C:15]([O:17][C:18]([CH3:21])([CH3:20])[CH3:19])=[O:16])[CH2:3][C@@H:2]2[OH:1])=[CH:13][CH:12]=1)[C:29]1[CH:34]=[CH:33][CH:32]=[CH:31][CH:30]=1, predict the reactants needed to synthesize it.